This data is from Full USPTO retrosynthesis dataset with 1.9M reactions from patents (1976-2016). The task is: Predict the reactants needed to synthesize the given product. (1) Given the product [CH3:1][O:2][C:3](=[O:12])[C:4]1[CH:9]=[CH:8][CH:7]=[C:16]([N:14]([CH3:13])[CH3:15])[C:5]=1[Cl:11], predict the reactants needed to synthesize it. The reactants are: [CH3:1][O:2][C:3](=[O:12])[C:4]1[CH:9]=[CH:8][CH:7]=C(N)[C:5]=1[Cl:11].[CH3:13][N:14]([CH:16]=O)[CH3:15].C(=O)([O-])[O-].[K+].[K+].CI. (2) Given the product [C:13]([O:12][C:11]([N:10]([C@@H:18]1[CH2:19][C:20]2[CH:21]=[C:22]([O:28][C:29]3[CH:34]=[CH:33][C:32]([O:35][CH3:36])=[C:31]([CH:30]=3)[C:37]([OH:43])=[O:38])[CH:23]=[CH:24][C:25]=2[CH2:26][CH2:27]1)[CH2:9][C@@H:8]([C:4]1[CH:5]=[CH:6][CH:7]=[C:2]([Cl:1])[CH:3]=1)[OH:39])=[O:17])([CH3:14])([CH3:15])[CH3:16], predict the reactants needed to synthesize it. The reactants are: [Cl:1][C:2]1[CH:3]=[C:4]([C@@H:8]([OH:39])[CH2:9][N:10]([C@H:18]2[CH2:27][CH2:26][C:25]3[C:20](=[CH:21][C:22]([O:28][C:29]4[CH:34]=[CH:33][C:32]([O:35][CH3:36])=[C:31]([CH:37]=[O:38])[CH:30]=4)=[CH:23][CH:24]=3)[CH2:19]2)[C:11](=[O:17])[O:12][C:13]([CH3:16])([CH3:15])[CH3:14])[CH:5]=[CH:6][CH:7]=1.OO.Cl([O-])=[O:43].[Na+].S([O-])([O-])=O.[Na+].[Na+].C(O)(=O)CC(CC(O)=O)(C(O)=O)O. (3) Given the product [C:1]([O-:4])(=[O:3])[CH3:2].[C:5]([O-:8])(=[O:7])[CH3:6].[C:9]([O-:12])(=[O:11])[CH3:10].[Br:18][C:19]1[CH:24]=[C:23]([CH2:25][CH3:26])[C:22]([Pb+3:17])=[C:21]([CH2:30][CH3:31])[CH:20]=1, predict the reactants needed to synthesize it. The reactants are: [C:1]([O-:4])(=[O:3])[CH3:2].[C:5]([O-:8])(=[O:7])[CH3:6].[C:9]([O-:12])(=[O:11])[CH3:10].C([O-])(=O)C.[Pb+4:17].[Br:18][C:19]1[CH:24]=[C:23]([CH2:25][CH3:26])[C:22](B(O)O)=[C:21]([CH2:30][CH3:31])[CH:20]=1. (4) Given the product [Cl:24][C:19]1[CH:20]=[CH:21][CH:22]=[CH:23][C:18]=1[N:6]1[C:7]([C:11]2[CH:12]=[CH:13][C:14]([Cl:17])=[CH:15][CH:16]=2)=[C:8]([O:9][CH3:10])[C:4]([C:1](=[O:2])[NH:25][N:26]2[CH2:31][CH2:30][O:29][CH2:28][CH2:27]2)=[N:5]1, predict the reactants needed to synthesize it. The reactants are: [C:1]([C:4]1[C:8]([O:9][CH3:10])=[C:7]([C:11]2[CH:16]=[CH:15][C:14]([Cl:17])=[CH:13][CH:12]=2)[N:6]([C:18]2[CH:23]=[CH:22][CH:21]=[CH:20][C:19]=2[Cl:24])[N:5]=1)(O)=[O:2].[NH2:25][N:26]1[CH2:31][CH2:30][O:29][CH2:28][CH2:27]1.O.ON1C2C=CC=CC=2N=N1.C(=O)([O-])O.[Na+]. (5) Given the product [S:1]1[C:9]2[CH:8]=[C:7]([C:10]([OH:12])=[O:11])[N:6]=[CH:5][C:4]=2[CH:3]=[CH:2]1, predict the reactants needed to synthesize it. The reactants are: [S:1]1[C:9]2[CH:8]=[C:7]([C:10]([O:12]C)=[O:11])[N:6]=[CH:5][C:4]=2[CH:3]=[CH:2]1.[OH-].[Na+]. (6) Given the product [N:1]1[CH:6]=[CH:5][CH:4]=[C:3]([S:7]([NH2:11])(=[O:9])=[O:8])[CH:2]=1, predict the reactants needed to synthesize it. The reactants are: [N:1]1[CH:6]=[CH:5][CH:4]=[C:3]([S:7](Cl)(=[O:9])=[O:8])[CH:2]=1.[NH3:11].O1CCOCC1.